This data is from Forward reaction prediction with 1.9M reactions from USPTO patents (1976-2016). The task is: Predict the product of the given reaction. Given the reactants [H-].[Na+].[CH3:3][C:4]1[C:13]([CH3:14])=[C:12](O)[C:11]2[C:6](=[C:7]([F:20])[CH:8]=[C:9]([C:16]([CH3:19])([CH3:18])[CH3:17])[CH:10]=2)[N:5]=1.[C:21](Cl)(=[O:26])[CH2:22][CH2:23][CH2:24][CH3:25], predict the reaction product. The product is: [CH3:3][C:4]1[C:13]([CH3:14])=[C:12]([C:21](=[O:26])[CH2:22][CH2:23][CH2:24][CH3:25])[C:11]2[C:6](=[C:7]([F:20])[CH:8]=[C:9]([C:16]([CH3:19])([CH3:18])[CH3:17])[CH:10]=2)[N:5]=1.